From a dataset of Catalyst prediction with 721,799 reactions and 888 catalyst types from USPTO. Predict which catalyst facilitates the given reaction. (1) Reactant: [BH4-].[Li+].[CH3:3][N:4]([S:15]([CH3:18])(=[O:17])=[O:16])[C:5]1[CH:6]=[C:7]([CH:12]=[CH:13][CH:14]=1)[C:8](OC)=[O:9]. Product: [OH:9][CH2:8][C:7]1[CH:6]=[C:5]([N:4]([CH3:3])[S:15]([CH3:18])(=[O:17])=[O:16])[CH:14]=[CH:13][CH:12]=1. The catalyst class is: 220. (2) Reactant: [S:1]1[C:5]2[CH:6]=[C:7]([NH2:10])[CH:8]=[CH:9][C:4]=2[N:3]=[CH:2]1.C(O[CH:14]=[C:15]([C:21](=[O:28])[NH:22][C:23](OCC)=[O:24])[C:16]([O:18][CH2:19][CH3:20])=[O:17])C.Cl. Product: [S:1]1[C:5]2[CH:6]=[C:7]([N:10]3[CH:14]=[C:15]([C:16]([O:18][CH2:19][CH3:20])=[O:17])[C:21](=[O:28])[NH:22][C:23]3=[O:24])[CH:8]=[CH:9][C:4]=2[N:3]=[CH:2]1. The catalyst class is: 6. (3) Reactant: [CH3:1][C:2]([S@:5]([N:7]=[CH:8][C:9]1[CH:14]=[CH:13][C:12]([O:15][CH2:16][C:17]([F:20])([F:19])[F:18])=[CH:11][N:10]=1)=[O:6])([CH3:4])[CH3:3].[CH2:21]([Mg]Cl)[CH:22]=[CH2:23]. Product: [CH3:4][C:2]([S:5]([NH:7][C@@H:8]([C:9]1[CH:14]=[CH:13][C:12]([O:15][CH2:16][C:17]([F:20])([F:18])[F:19])=[CH:11][N:10]=1)[CH2:23][CH:22]=[CH2:21])=[O:6])([CH3:1])[CH3:3]. The catalyst class is: 1. (4) Reactant: [NH2:1][C@H:2]1[CH2:8][CH2:7][CH2:6][C@@H:5]([C:9]2[CH:14]=[CH:13][CH:12]=[CH:11][CH:10]=2)[N:4]([CH3:15])[C:3]1=[O:16].[F:17][C:18]1[CH:19]=[C:20]([CH2:25][C:26]([NH:28][C@H:29]([C:31](O)=[O:32])[CH3:30])=[O:27])[CH:21]=[C:22]([F:24])[CH:23]=1.CCN=C=NCCCN(C)C.Cl.CN1CCOCC1. Product: [F:17][C:18]1[CH:19]=[C:20]([CH2:25][C:26]([NH:28][C@H:29]([C:31]([NH:1][C@H:2]2[CH2:8][CH2:7][CH2:6][C@@H:5]([C:9]3[CH:14]=[CH:13][CH:12]=[CH:11][CH:10]=3)[N:4]([CH3:15])[C:3]2=[O:16])=[O:32])[CH3:30])=[O:27])[CH:21]=[C:22]([F:24])[CH:23]=1. The catalyst class is: 2. (5) Reactant: [BH3-][C:2]#N.[Na+].[NH2:5][C:6]1[N:11]=[C:10]([NH2:12])[C:9]([C:13]2[CH:18]=[CH:17][C:16]([NH:19][CH2:20][C:21]3[CH:28]=[CH:27][C:24]([C:25]#[N:26])=[CH:23][CH:22]=3)=[CH:15][CH:14]=2)=[C:8]([CH2:29][O:30][CH2:31][C:32]2[CH:37]=[CH:36][CH:35]=[CH:34][CH:33]=2)[N:7]=1.C=O.C(O)(=O)C. Product: [NH2:5][C:6]1[N:11]=[C:10]([NH2:12])[C:9]([C:13]2[CH:14]=[CH:15][C:16]([N:19]([CH2:20][C:21]3[CH:28]=[CH:27][C:24]([C:25]#[N:26])=[CH:23][CH:22]=3)[CH3:2])=[CH:17][CH:18]=2)=[C:8]([CH2:29][O:30][CH2:31][C:32]2[CH:33]=[CH:34][CH:35]=[CH:36][CH:37]=2)[N:7]=1. The catalyst class is: 5. (6) Reactant: [CH3:1][C:2]1[CH:21]=[CH:20][CH:19]=[C:18]([CH3:22])[C:3]=1[CH2:4][O:5][C:6]1[CH:7]=[C:8]([CH:14]=[CH:15][C:16]=1[CH3:17])[C:9]([O:11]CC)=[O:10].[OH-].[Na+]. Product: [CH3:22][C:18]1[CH:19]=[CH:20][CH:21]=[C:2]([CH3:1])[C:3]=1[CH2:4][O:5][C:6]1[CH:7]=[C:8]([CH:14]=[CH:15][C:16]=1[CH3:17])[C:9]([OH:11])=[O:10]. The catalyst class is: 8. (7) Reactant: [OH-].[Na+].[Cl:3][C:4]1[CH:5]=[C:6]([C:14]2[O:18][N:17]=[C:16]([C:19]3[CH:24]=[CH:23][N:22]=[C:21]4[N:25]([CH2:28][CH2:29][C:30]([O:32]CC)=[O:31])[CH:26]=[CH:27][C:20]=34)[N:15]=2)[CH:7]=[N:8][C:9]=1[O:10][CH:11]([CH3:13])[CH3:12]. Product: [Cl:3][C:4]1[CH:5]=[C:6]([C:14]2[O:18][N:17]=[C:16]([C:19]3[CH:24]=[CH:23][N:22]=[C:21]4[N:25]([CH2:28][CH2:29][C:30]([OH:32])=[O:31])[CH:26]=[CH:27][C:20]=34)[N:15]=2)[CH:7]=[N:8][C:9]=1[O:10][CH:11]([CH3:13])[CH3:12]. The catalyst class is: 252.